From a dataset of Forward reaction prediction with 1.9M reactions from USPTO patents (1976-2016). Predict the product of the given reaction. (1) Given the reactants COC1C=C(OC)C=CC=1C[O:6][N:7]1[C:12](=[O:13])[C:11]2[S:14][C:15]3[CH:20]=[CH:19][CH:18]=[CH:17][C:16]=3[C:10]=2[NH:9][C:8]1=[O:21].Cl[CH2:29][C:30]1[O:34][C:33]([C:35]([O:37][CH3:38])=[O:36])=[CH:32][CH:31]=1, predict the reaction product. The product is: [CH3:38][O:37][C:35]([C:33]1[O:34][C:30]([CH2:29][N:9]2[C:10]3[C:16]4[CH:17]=[CH:18][CH:19]=[CH:20][C:15]=4[S:14][C:11]=3[C:12](=[O:13])[N:7]([OH:6])[C:8]2=[O:21])=[CH:31][CH:32]=1)=[O:36]. (2) Given the reactants [CH:1]1[CH:2]=[CH:3][C:4]2[NH:15][C:14]3[CH:13]=[CH:12][CH:11]=[CH:10][C:9]=3[CH:8]=[CH:7][C:5]=2[CH:6]=1.[O-:16][C:17]#[N:18].[Na+].C(O)(=O)C(C1C=CC=CC=1)O.[OH-].[Na+], predict the reaction product. The product is: [CH:1]1[CH:2]=[CH:3][C:4]2[N:15]([C:17]([NH2:18])=[O:16])[C:14]3[CH:13]=[CH:12][CH:11]=[CH:10][C:9]=3[CH:8]=[CH:7][C:5]=2[CH:6]=1.